From a dataset of Full USPTO retrosynthesis dataset with 1.9M reactions from patents (1976-2016). Predict the reactants needed to synthesize the given product. (1) Given the product [F:28][C:21]1[CH:20]=[C:19]([C:8]2([C:4]3[CH:5]=[CH:6][CH:7]=[C:2]([C:33]4[CH:34]=[N:29][CH:30]=[N:31][CH:32]=4)[CH:3]=3)[C:16]3[C:11](=[C:12]([F:17])[CH:13]=[CH:14][CH:15]=3)[C:10]([NH2:18])=[N:9]2)[CH:24]=[C:23]([O:25][CH3:26])[C:22]=1[F:27], predict the reactants needed to synthesize it. The reactants are: Br[C:2]1[CH:3]=[C:4]([C:8]2([C:19]3[CH:24]=[C:23]([O:25][CH3:26])[C:22]([F:27])=[C:21]([F:28])[CH:20]=3)[C:16]3[C:11](=[C:12]([F:17])[CH:13]=[CH:14][CH:15]=3)[C:10]([NH2:18])=[N:9]2)[CH:5]=[CH:6][CH:7]=1.[N:29]1[CH:34]=[C:33](B(O)O)[CH:32]=[N:31][CH:30]=1. (2) Given the product [OH:8][CH2:9][C@@H:10]1[C@@H:14]([C:15]2[CH:20]=[CH:19][CH:18]=[CH:17][CH:16]=2)[CH2:13][N:12]([CH2:21][C:22]2([P:27]([O:32][CH2:33][CH3:34])(=[O:31])[O:28][CH2:29][CH3:30])[CH2:26][CH2:25][CH2:24][CH2:23]2)[CH2:11]1, predict the reactants needed to synthesize it. The reactants are: [Si]([O:8][CH2:9][C@@H:10]1[C@@H:14]([C:15]2[CH:20]=[CH:19][CH:18]=[CH:17][CH:16]=2)[CH2:13][N:12]([CH2:21][C:22]2([P:27]([O:32][CH2:33][CH3:34])(=[O:31])[O:28][CH2:29][CH3:30])[CH2:26][CH2:25][CH2:24][CH2:23]2)[CH2:11]1)(C(C)(C)C)(C)C. (3) Given the product [Br:1][C:2]1[CH:3]=[N:4][N:5]([CH2:7][CH2:8][N:14]2[C:10](=[O:20])[C:11]3[C:12](=[CH:16][CH:17]=[CH:18][CH:19]=3)[C:13]2=[O:15])[CH:6]=1, predict the reactants needed to synthesize it. The reactants are: [Br:1][C:2]1[CH:3]=[N:4][N:5]([CH2:7][CH2:8]Cl)[CH:6]=1.[C:10]1(=[O:20])[NH:14][C:13](=[O:15])[C:12]2=[CH:16][CH:17]=[CH:18][CH:19]=[C:11]12.[K]. (4) Given the product [CH:2]1([N:8]2[C:19]([CH2:20][N:32]3[CH2:33][CH:29]4[CH2:28][N:27]([C:34]([O:36][N:52]5[C:53](=[O:54])[CH2:55][CH2:56][C:57]5=[O:58])=[O:35])[CH2:26][CH:30]4[CH2:31]3)=[CH:18][C:12]([CH:11]([CH3:14])[CH3:10])=[N:9]2)[CH2:7][CH2:6][CH2:5][CH2:4][CH2:3]1, predict the reactants needed to synthesize it. The reactants are: Cl.[CH:2]1([NH:8][NH2:9])[CH2:7][CH2:6][CH2:5][CH2:4][CH2:3]1.[CH3:10][CH:11]([CH3:14])[CH:12]=O.CON(C)[C:18](=O)/[CH:19]=[CH:20]/[N+]([O-])=O.[CH2:26]1[CH:30]2[CH2:31][NH:32][CH2:33][CH:29]2[CH2:28][N:27]1[C:34]([O:36]C(C)(C)C)=[O:35].[CH2:56]1[C:57](=[O:58])[N:52](OC(O[N:52]2[C:57](=[O:58])[CH2:56][CH2:55][C:53]2=[O:54])=O)[C:53](=[O:54])[CH2:55]1. (5) Given the product [NH2:12][C@H:13]([C:15]([OH:17])=[O:16])[CH2:14][C:9]([OH:11])=[O:10].[NH2:1][CH2:2][C:9]([OH:11])=[O:10], predict the reactants needed to synthesize it. The reactants are: [NH2:1][C@H:2]([C:9]([OH:11])=[O:10])CC1N=CNC=1.[NH2:12][C@H:13]([C:15]([OH:17])=[O:16])[CH3:14]. (6) Given the product [S:7]([O:5][CH2:4][CH:1]1[CH2:3][CH2:2]1)(=[O:9])(=[O:8])[CH3:6], predict the reactants needed to synthesize it. The reactants are: [CH:1]1([CH2:4][OH:5])[CH2:3][CH2:2]1.[CH3:6][S:7](Cl)(=[O:9])=[O:8].CCN(CC)CC.Cl.